The task is: Predict the reactants needed to synthesize the given product.. This data is from Full USPTO retrosynthesis dataset with 1.9M reactions from patents (1976-2016). (1) Given the product [NH:26]1[CH2:25][CH2:24][CH:23]([S:20]([CH2:19][CH2:18][CH:15]2[CH2:14][CH2:13][NH:12][CH2:17][CH2:16]2)(=[O:21])=[O:22])[CH2:28][CH2:27]1, predict the reactants needed to synthesize it. The reactants are: FC1C=C([C@@H](C2CCN(S(C)(=O)=O)CC2)CC[N:12]2[CH2:17][CH2:16][CH:15]([CH2:18][CH2:19][S:20]([CH:23]3[CH2:28][CH2:27][N:26](C(OCC4C=CC=CC=4)=O)[CH2:25][CH2:24]3)(=[O:22])=[O:21])[CH2:14][CH2:13]2)C=C(F)C=1.FC1C=C([C@@H](C2CCN(S(C)(=O)=O)CC2)CC=O)C=C(F)C=1.CC(OI1(OC(C)=O)(OC(C)=O)OC(=O)C2C=CC=CC1=2)=O. (2) Given the product [Br:1][C:2]1[CH:9]=[CH:8][CH:7]=[CH:6][C:3]=1[CH2:4][NH:13][CH:10]1[CH2:12][CH2:11]1, predict the reactants needed to synthesize it. The reactants are: [Br:1][C:2]1[CH:9]=[CH:8][CH:7]=[CH:6][C:3]=1[CH:4]=O.[CH:10]1([NH2:13])[CH2:12][CH2:11]1.